Task: Predict the product of the given reaction.. Dataset: Forward reaction prediction with 1.9M reactions from USPTO patents (1976-2016) (1) Given the reactants [CH:1]([N:4]([CH:23]([CH3:25])[CH3:24])[C:5](=[O:22])[CH2:6][CH:7]([C:16]1[CH:21]=[CH:20][CH:19]=[CH:18][CH:17]=1)OC1C=CC(C)=CC=1)([CH3:3])[CH3:2].[OH-:26].[Na+], predict the reaction product. The product is: [OH:26][C:19]1[CH:20]=[CH:21][C:16]([CH3:7])=[CH:17][C:18]=1[CH:7]([C:16]1[CH:17]=[CH:18][CH:19]=[CH:20][CH:21]=1)[CH2:6][C:5]([N:4]([CH:1]([CH3:2])[CH3:3])[CH:23]([CH3:24])[CH3:25])=[O:22]. (2) Given the reactants [CH3:1][O:2][C:3](=[O:33])[C@@H:4]([NH:13][C:14]([C:16]1[CH:17]=[C:18]([C:23]2[CH:28]=[CH:27][C:26]([C:29]([F:32])([F:31])[F:30])=[CH:25][CH:24]=2)[CH:19]=[CH:20][C:21]=1[OH:22])=[O:15])[CH2:5][C:6]1[CH:11]=[CH:10][C:9](Br)=[CH:8][CH:7]=1.[F:34][C:35]([F:46])([F:45])[C:36]1[CH:41]=[CH:40][C:39](B(O)O)=[CH:38][CH:37]=1, predict the reaction product. The product is: [CH3:1][O:2][C:3](=[O:33])[C@@H:4]([NH:13][C:14]([C:16]1[CH:17]=[C:18]([C:23]2[CH:28]=[CH:27][C:26]([C:29]([F:32])([F:31])[F:30])=[CH:25][CH:24]=2)[CH:19]=[CH:20][C:21]=1[OH:22])=[O:15])[CH2:5][C:6]1[CH:11]=[CH:10][C:9]([C:39]2[CH:40]=[CH:41][C:36]([C:35]([F:46])([F:45])[F:34])=[CH:37][CH:38]=2)=[CH:8][CH:7]=1. (3) Given the reactants [Br:1][C:2]1[CH:7]=[CH:6][C:5]([C:8]2([C:14]3[CH:19]=[CH:18][C:17]([Cl:20])=[CH:16][CH:15]=3)[CH2:13][CH2:12][NH:11][CH2:10][CH2:9]2)=[CH:4][CH:3]=1.C(N(CC)CC)C.Cl[C:29]([O:31][CH2:32][CH3:33])=[O:30], predict the reaction product. The product is: [CH2:32]([O:31][C:29]([N:11]1[CH2:12][CH2:13][C:8]([C:5]2[CH:6]=[CH:7][C:2]([Br:1])=[CH:3][CH:4]=2)([C:14]2[CH:15]=[CH:16][C:17]([Cl:20])=[CH:18][CH:19]=2)[CH2:9][CH2:10]1)=[O:30])[CH3:33]. (4) Given the reactants [NH2:1][C:2]1[C:11]2[C:6](=[CH:7][CH:8]=[CH:9][CH:10]=2)[CH:5]=[CH:4][C:3]=1[C:12]([OH:21])([C:17]([F:20])([F:19])[F:18])[C:13]([F:16])([F:15])[F:14].[C:22](OC(=O)C)(=[O:24])[CH3:23], predict the reaction product. The product is: [F:20][C:17]([F:18])([F:19])[C:12]([C:3]1[CH:4]=[CH:5][C:6]2[C:11](=[CH:10][CH:9]=[CH:8][CH:7]=2)[C:2]=1[NH:1][C:22](=[O:24])[CH3:23])([OH:21])[C:13]([F:14])([F:15])[F:16]. (5) Given the reactants Br[C:2]1[S:6][C:5]([C:7]2[N:11]3[N:12]=[C:13]([CH3:21])[CH:14]=[C:15]([CH:16]([CH2:19][CH3:20])[CH2:17][CH3:18])[C:10]3=[N:9][C:8]=2[CH3:22])=[C:4]([CH3:23])[CH:3]=1.[Br-].[CH3:25][C:26]1[N:31]=[C:30]([Zn+])[CH:29]=[CH:28][CH:27]=1.C1COCC1, predict the reaction product. The product is: [CH2:17]([CH:16]([C:15]1[C:10]2[N:11]([C:7]([C:5]3[S:6][C:2]([C:30]4[CH:29]=[CH:28][CH:27]=[C:26]([CH3:25])[N:31]=4)=[CH:3][C:4]=3[CH3:23])=[C:8]([CH3:22])[N:9]=2)[N:12]=[C:13]([CH3:21])[CH:14]=1)[CH2:19][CH3:20])[CH3:18]. (6) Given the reactants Cl[C:2]1[C:11]2[C:6](=[CH:7][C:8]3[CH:15]=[CH:14][CH:13]=[CH:12][C:9]=3[CH:10]=2)[N:5]=[CH:4][C:3]=1[C:16]#[N:17].[O:18]([C:25]1[CH:31]=[CH:30][C:28]([NH2:29])=[CH:27][CH:26]=1)[C:19]1[CH:24]=[CH:23][CH:22]=[CH:21][CH:20]=1.Cl.N1C=CC=CC=1.C(=O)([O-])[O-].[Na+].[Na+], predict the reaction product. The product is: [O:18]([C:25]1[CH:26]=[CH:27][C:28]([NH:29][C:2]2[C:11]3[C:6](=[CH:7][C:8]4[CH:15]=[CH:14][CH:13]=[CH:12][C:9]=4[CH:10]=3)[N:5]=[CH:4][C:3]=2[C:16]#[N:17])=[CH:30][CH:31]=1)[C:19]1[CH:20]=[CH:21][CH:22]=[CH:23][CH:24]=1. (7) Given the reactants [CH3:1][O:2][C:3](=[O:17])[CH:4]([C:8]1[C:13]([F:14])=[CH:12][CH:11]=[C:10]([Cl:15])[C:9]=1[F:16])[CH2:5][C:6]#[N:7].Cl, predict the reaction product. The product is: [ClH:15].[CH3:1][O:2][C:3](=[O:17])[CH:4]([C:8]1[C:13]([F:14])=[CH:12][CH:11]=[C:10]([Cl:15])[C:9]=1[F:16])[CH2:5][CH2:6][NH2:7].